From a dataset of Forward reaction prediction with 1.9M reactions from USPTO patents (1976-2016). Predict the product of the given reaction. (1) Given the reactants CS([O:5][C@H:6]1[CH2:10][CH2:9][C@@H:8]([N:11]2[CH2:16][CH2:15][CH2:14][CH2:13][CH2:12]2)[CH2:7]1)(=O)=O.[CH:17]1([CH2:20][NH:21][C:22](=[O:42])[CH2:23][N:24]2[C:33](=[O:34])[C:32]3[C:27](=[CH:28][CH:29]=[C:30](O)[CH:31]=3)[N:26]=[C:25]2[C:36]2[CH:41]=[CH:40][CH:39]=[CH:38][CH:37]=2)[CH2:19][CH2:18]1.C([O-])([O-])=O.[Cs+].[Cs+], predict the reaction product. The product is: [CH:17]1([CH2:20][NH:21][C:22](=[O:42])[CH2:23][N:24]2[C:33](=[O:34])[C:32]3[C:27](=[CH:28][CH:29]=[C:30]([O:5][C@H:6]4[CH2:10][CH2:9][C@H:8]([N:11]5[CH2:16][CH2:15][CH2:14][CH2:13][CH2:12]5)[CH2:7]4)[CH:31]=3)[N:26]=[C:25]2[C:36]2[CH:41]=[CH:40][CH:39]=[CH:38][CH:37]=2)[CH2:18][CH2:19]1. (2) Given the reactants [CH2:1]([NH:8][C:9]([N:11]1[CH:16]2[C@H:17]([CH3:41])[N:18]([CH2:30][C:31]3[CH:32]=[CH:33][CH:34]=[C:35]4[C:40]=3[N:39]=[CH:38][CH:37]=[CH:36]4)[C:19](=[O:29])[C@H:20]([CH2:21][C:22]3[CH:27]=[CH:26][C:25]([OH:28])=[CH:24][CH:23]=3)[N:15]2[C:14](=[O:42])[CH2:13][N:12]1[CH3:43])=[O:10])[C:2]1[CH:7]=[CH:6][CH:5]=[CH:4][CH:3]=1.C1COCC1.[C:49](Cl)(=[O:62])[CH2:50][CH2:51][CH2:52][CH2:53][CH2:54][CH2:55][CH2:56][CH2:57][CH2:58][CH2:59][CH2:60][CH3:61].C(N(CC)CC)C, predict the reaction product. The product is: [C:49]([O:28][C:25]1[CH:24]=[CH:23][C:22]([CH2:21][C@@H:20]2[N:15]3[CH:16]([N:11]([C:9](=[O:10])[NH:8][CH2:1][C:2]4[CH:3]=[CH:4][CH:5]=[CH:6][CH:7]=4)[N:12]([CH3:43])[CH2:13][C:14]3=[O:42])[C@H:17]([CH3:41])[N:18]([CH2:30][C:31]3[CH:32]=[CH:33][CH:34]=[C:35]4[C:40]=3[N:39]=[CH:38][CH:37]=[CH:36]4)[C:19]2=[O:29])=[CH:27][CH:26]=1)(=[O:62])[CH2:50][CH2:51][CH2:52][CH2:53][CH2:54][CH2:55][CH2:56][CH2:57][CH2:58][CH2:59][CH2:60][CH3:61]. (3) The product is: [CH3:23][O:22][C:18]1[CH:17]=[C:16]([C:8]2[C:7]([CH2:6][O:5][C:25]3[CH:30]=[CH:29][C:28]([CH2:31][CH2:32][C:33]([OH:35])=[O:34])=[C:27]([CH3:38])[C:26]=3[CH3:39])=[C:11]([C:12]([F:15])([F:14])[F:13])[S:10][N:9]=2)[CH:21]=[CH:20][CH:19]=1. Given the reactants CS([O:5][CH2:6][C:7]1[C:8]([C:16]2[CH:21]=[CH:20][CH:19]=[C:18]([O:22][CH3:23])[CH:17]=2)=[N:9][S:10][C:11]=1[C:12]([F:15])([F:14])[F:13])(=O)=O.O[C:25]1[CH:30]=[CH:29][C:28]([CH2:31][CH2:32][C:33]([O:35]CC)=[O:34])=[C:27]([CH3:38])[C:26]=1[CH3:39], predict the reaction product. (4) Given the reactants [Cl:1][C:2]1[CH:11]=[C:10]2[C:5]([C:6](=[O:20])[C:7]([CH3:19])=[CH:8][N:9]2[C:12]2[CH:17]=[CH:16][CH:15]=[CH:14][C:13]=2[Cl:18])=[CH:4][CH:3]=1.[Br:21]N1C(=O)CCC1=O.CC(N=NC(C#N)(C)C)(C#N)C, predict the reaction product. The product is: [Br:21][CH2:19][C:7]1[C:6](=[O:20])[C:5]2[C:10](=[CH:11][C:2]([Cl:1])=[CH:3][CH:4]=2)[N:9]([C:12]2[CH:17]=[CH:16][CH:15]=[CH:14][C:13]=2[Cl:18])[CH:8]=1. (5) Given the reactants [Cl:1][C:2]1[CH:3]=[C:4]([CH2:18][C:19]([O:21]C)=[O:20])[CH:5]=[CH:6][C:7]=1[NH:8][C:9]([NH:11][C:12]1[CH:17]=[CH:16][CH:15]=[CH:14][CH:13]=1)=[O:10].[OH-].[Na+], predict the reaction product. The product is: [Cl:1][C:2]1[CH:3]=[C:4]([CH2:18][C:19]([OH:21])=[O:20])[CH:5]=[CH:6][C:7]=1[NH:8][C:9]([NH:11][C:12]1[CH:17]=[CH:16][CH:15]=[CH:14][CH:13]=1)=[O:10]. (6) Given the reactants Cl.[CH3:2][N:3]([CH3:12])[CH2:4][CH2:5][CH2:6][N:7]=[C:8]=[N:9][CH2:10][CH3:11].O.ON1C2C=CC=CC=2N=N1.C(N(C(C)C)CC)(C)C, predict the reaction product. The product is: [CH3:11][CH2:10][N:9]=[C:8]=[N:7][CH2:6][CH2:5][CH2:4][N:3]([CH3:12])[CH3:2]. (7) Given the reactants C(O[B:5]1[O:9][C:8]([CH3:11])([CH3:10])[C:7]([CH3:13])([CH3:12])[O:6]1)(C)C.C([Li])CCC.[F:19][C:20]1[CH:21]=[C:22]([C:27]2([OH:31])[CH2:30][O:29][CH2:28]2)[CH:23]=[C:24]([F:26])[CH:25]=1, predict the reaction product. The product is: [F:19][C:20]1[CH:21]=[C:22]([C:27]2([OH:31])[CH2:30][O:29][CH2:28]2)[CH:23]=[C:24]([F:26])[C:25]=1[B:5]1[O:6][C:7]([CH3:12])([CH3:13])[C:8]([CH3:10])([CH3:11])[O:9]1.